This data is from Reaction yield outcomes from USPTO patents with 853,638 reactions. The task is: Predict the reaction yield, written as a fraction of the theoretical maximum amount of product (1.0 means a 100% yield; for example, 0.34 means a 34% yield). The reactants are [CH3:1][O:2][C:3]1[CH:8]=[CH:7][CH:6]=[CH:5][C:4]=1[C:9]1[C:17]2[C:12](=[N:13][CH:14]=[C:15](B3OC(C)(C)C(C)(C)O3)[CH:16]=2)[N:11]([S:27]([C:30]2[CH:35]=[CH:34][C:33]([CH3:36])=[CH:32][CH:31]=2)(=[O:29])=[O:28])[CH:10]=1.[CH2:37]([O:39][C:40](=[O:48])[C:41]1[CH:46]=[C:45](Br)[CH:44]=[N:43][CH:42]=1)[CH3:38].C([O-])(O)=O.[Na+]. The catalyst is C(#N)C. The product is [CH2:37]([O:39][C:40](=[O:48])[C:41]1[CH:46]=[C:45]([C:15]2[CH:16]=[C:17]3[C:9]([C:4]4[CH:5]=[CH:6][CH:7]=[CH:8][C:3]=4[O:2][CH3:1])=[CH:10][N:11]([S:27]([C:30]4[CH:35]=[CH:34][C:33]([CH3:36])=[CH:32][CH:31]=4)(=[O:28])=[O:29])[C:12]3=[N:13][CH:14]=2)[CH:44]=[N:43][CH:42]=1)[CH3:38]. The yield is 0.690.